Predict the reactants needed to synthesize the given product. From a dataset of Full USPTO retrosynthesis dataset with 1.9M reactions from patents (1976-2016). (1) Given the product [ClH:1].[N:13]1([CH:19]2[CH2:24][CH2:23][N:22]([C:2]([Cl:1])=[O:4])[CH2:21][CH2:20]2)[CH2:18][CH2:17][CH2:16][CH2:15][CH2:14]1, predict the reactants needed to synthesize it. The reactants are: [Cl:1][C:2](Cl)([O:4]C(=O)OC(Cl)(Cl)Cl)Cl.[N:13]1([CH:19]2[CH2:24][CH2:23][NH:22][CH2:21][CH2:20]2)[CH2:18][CH2:17][CH2:16][CH2:15][CH2:14]1. (2) Given the product [CH2:1]([S:9]([OH:8])(=[O:11])=[O:10])[S:2]([O:5][CH2:6][C:7]1[CH:19]=[CH:20][CH:15]=[CH:16][CH:17]=1)(=[O:4])=[O:3].[CH2:14]=[CH2:15], predict the reactants needed to synthesize it. The reactants are: [CH2:1]1[S:9](=[O:11])(=[O:10])[O:8][CH2:7][CH2:6][O:5][S:2]1(=[O:4])=[O:3].[H-].[Na+].[CH2:14](Cl)[C:15]1[CH:20]=[CH:19]C=[CH:17][CH:16]=1. (3) The reactants are: [C:1]([C:4]1[CH:9]=[CH:8][CH:7]=[CH:6][CH:5]=1)(=[O:3])[CH3:2].CC(O)C. Given the product [C:4]1([C@H:1]([OH:3])[CH3:2])[CH:9]=[CH:8][CH:7]=[CH:6][CH:5]=1, predict the reactants needed to synthesize it. (4) Given the product [N:1]1[C:6]2[NH:7][CH:8]=[CH:9][C:5]=2[C:4]([C:10]2[CH:11]=[C:12]([C:15]([OH:18])=[O:16])[O:13][CH:14]=2)=[N:3][CH:2]=1, predict the reactants needed to synthesize it. The reactants are: [N:1]1[C:6]2[NH:7][CH:8]=[CH:9][C:5]=2[C:4]([C:10]2[CH:11]=[C:12]([CH:15]=[O:16])[O:13][CH:14]=2)=[N:3][CH:2]=1.P([O-])(O)(O)=[O:18].[Na+].Cl([O-])=O.[Na+]. (5) Given the product [NH2:29][C:27](=[O:28])[C:26]([C:8]1[C:7]2[C:11](=[C:12]3[CH2:17][CH2:16][CH2:15][C:13]3=[CH:14][C:6]=2[O:5][CH2:4][C:3]([OH:31])=[O:2])[N:10]([CH2:18][C:19]2[CH:24]=[CH:23][CH:22]=[CH:21][CH:20]=2)[C:9]=1[CH3:25])=[O:30], predict the reactants needed to synthesize it. The reactants are: C[O:2][C:3](=[O:31])[CH2:4][O:5][C:6]1[CH:14]=[C:13]2[CH2:15][CH2:16][CH2:17][C:12]2=[C:11]2[C:7]=1[C:8]([C:26](=[O:30])[C:27]([NH2:29])=[O:28])=[C:9]([CH3:25])[N:10]2[CH2:18][C:19]1[CH:24]=[CH:23][CH:22]=[CH:21][CH:20]=1.[OH-].[Li+].